From a dataset of Forward reaction prediction with 1.9M reactions from USPTO patents (1976-2016). Predict the product of the given reaction. (1) Given the reactants [CH3:1][O:2][C:3](=[O:35])[CH:4]([CH2:9][C:10]12[CH2:17][CH2:16][C:13]([C:18]3[NH:26][C:25]4[C:24](=[O:27])[N:23]([CH2:28][CH2:29][CH3:30])[C:22](=[O:31])[N:21]([CH2:32][CH2:33][CH3:34])[C:20]=4[N:19]=3)([CH2:14][CH2:15]1)[CH2:12][CH2:11]2)C(OC)=O.[OH-], predict the reaction product. The product is: [CH3:1][O:2][C:3](=[O:35])[CH2:4][CH2:9][C:10]12[CH2:15][CH2:14][C:13]([C:18]3[NH:26][C:25]4[C:24](=[O:27])[N:23]([CH2:28][CH2:29][CH3:30])[C:22](=[O:31])[N:21]([CH2:32][CH2:33][CH3:34])[C:20]=4[N:19]=3)([CH2:12][CH2:11]1)[CH2:16][CH2:17]2. (2) Given the reactants [CH3:1][O:2][C:3](=[O:11])[CH2:4][C:5]1[S:9][C:8]([NH2:10])=[N:7][CH:6]=1.[C:12](O[C:12]([O:14][C:15]([CH3:18])([CH3:17])[CH3:16])=[O:13])([O:14][C:15]([CH3:18])([CH3:17])[CH3:16])=[O:13], predict the reaction product. The product is: [CH3:1][O:2][C:3](=[O:11])[CH2:4][C:5]1[S:9][C:8]([NH:10][C:12]([O:14][C:15]([CH3:18])([CH3:17])[CH3:16])=[O:13])=[N:7][CH:6]=1.